Dataset: Full USPTO retrosynthesis dataset with 1.9M reactions from patents (1976-2016). Task: Predict the reactants needed to synthesize the given product. (1) Given the product [Cl:1][C:2]1[CH:3]=[CH:4][C:5]([C:8]2[CH:9]=[C:10]([NH:20][C:27]([C:24]3[CH:23]=[C:22]([CH3:21])[O:26][N:25]=3)=[O:28])[CH:11]=[N:12][C:13]=2[O:14][CH2:15][C:16]([F:17])([F:18])[F:19])=[CH:6][CH:7]=1, predict the reactants needed to synthesize it. The reactants are: [Cl:1][C:2]1[CH:7]=[CH:6][C:5]([C:8]2[CH:9]=[C:10]([NH2:20])[CH:11]=[N:12][C:13]=2[O:14][CH2:15][C:16]([F:19])([F:18])[F:17])=[CH:4][CH:3]=1.[CH3:21][C:22]1[O:26][N:25]=[C:24]([C:27](O)=[O:28])[CH:23]=1. (2) Given the product [C:14]([C:2]1[CH:7]=[CH:6][C:5]([CH2:8][CH2:9][O:10][CH2:11][CH2:12][OH:13])=[CH:4][CH:3]=1)#[N:15], predict the reactants needed to synthesize it. The reactants are: Br[C:2]1[CH:7]=[CH:6][C:5]([CH2:8][CH2:9][O:10][CH2:11][CH2:12][OH:13])=[CH:4][CH:3]=1.[C:14]([Cu])#[N:15].